This data is from Human Reference Interactome with 51,813 positive PPI pairs across 8,248 proteins, plus equal number of experimentally-validated negative pairs. The task is: Binary Classification. Given two protein amino acid sequences, predict whether they physically interact or not. Protein 1 (ENSG00000163687) has sequence MSRELAPLLLLLLSIHSALAMRICSFNVRSFGESKQEDKNAMDVIVKVIKRCDIILVMEIKDSNNRICPILMEKLNRNSRRGITYNYVISSRLGRNTYKEQYAFLYKEKLVSVKRSYHYHDYQDGDADVFSREPFVVWFQSPHTAVKDFVIIPLHTTPETSVKEIDELVEVYTDVKHRWKAENFIFMGDFNAGCSYVPKKAWKNIRLRTDPRFVWLIGDQEDTTVKKSTNCAYDRIVLRGQEIVSSVVPKSNSVFDFQKAYKLTEEEALDVSDHFPVEFKLQSSRAFTNSKKSVTLRKKT.... Protein 2 (ENSG00000172613) has sequence MKCLVTGGNVKVLGKAVHSLSRIGDELYLEPLEDGLSLRTVNSSRSAYACFLFAPLFFQQYQAATPGQDLLRCKILMKSFLSVFRSLAMLEKTVEKCCISLNGRSSRLVVQLHCKFGVRKTHNLSFQDCESLQAVFDPASCPHMLRAPARVLGEAVLPFSPALAEVTLGIGRGRRVILRSYHEEEADSTAKAMVTEMCLGEEDFQQLQAQEGVAITFCLKEFRGLLSFAESANLNLSIHFDAPGRPAIFTIKDSLLDGHFVLATLSDTDSHSQDLGSPERHQPVPQLQAHSTPHPDDFAN.... Result: 0 (the proteins do not interact).